From a dataset of NCI-60 drug combinations with 297,098 pairs across 59 cell lines. Regression. Given two drug SMILES strings and cell line genomic features, predict the synergy score measuring deviation from expected non-interaction effect. (1) Drug 1: C1C(C(OC1N2C=NC3=C2NC=NCC3O)CO)O. Drug 2: C(CCl)NC(=O)N(CCCl)N=O. Cell line: CCRF-CEM. Synergy scores: CSS=11.9, Synergy_ZIP=-7.31, Synergy_Bliss=-9.01, Synergy_Loewe=-1.95, Synergy_HSA=-2.00. (2) Drug 1: CC1=C(C=C(C=C1)NC2=NC=CC(=N2)N(C)C3=CC4=NN(C(=C4C=C3)C)C)S(=O)(=O)N.Cl. Drug 2: COCCOC1=C(C=C2C(=C1)C(=NC=N2)NC3=CC=CC(=C3)C#C)OCCOC.Cl. Cell line: HCT116. Synergy scores: CSS=4.69, Synergy_ZIP=0.455, Synergy_Bliss=1.06, Synergy_Loewe=-0.113, Synergy_HSA=-0.144. (3) Drug 1: C1CCC(CC1)NC(=O)N(CCCl)N=O. Drug 2: CCCCCOC(=O)NC1=NC(=O)N(C=C1F)C2C(C(C(O2)C)O)O. Cell line: UO-31. Synergy scores: CSS=7.10, Synergy_ZIP=-3.95, Synergy_Bliss=-3.76, Synergy_Loewe=-1.58, Synergy_HSA=-1.25. (4) Synergy scores: CSS=37.0, Synergy_ZIP=-3.92, Synergy_Bliss=5.72, Synergy_Loewe=-12.0, Synergy_HSA=4.59. Drug 1: CC(C1=C(C=CC(=C1Cl)F)Cl)OC2=C(N=CC(=C2)C3=CN(N=C3)C4CCNCC4)N. Cell line: DU-145. Drug 2: C1=CN(C(=O)N=C1N)C2C(C(C(O2)CO)O)O.Cl. (5) Drug 1: CN(CC1=CN=C2C(=N1)C(=NC(=N2)N)N)C3=CC=C(C=C3)C(=O)NC(CCC(=O)O)C(=O)O. Drug 2: N.N.Cl[Pt+2]Cl. Cell line: HL-60(TB). Synergy scores: CSS=76.0, Synergy_ZIP=-0.709, Synergy_Bliss=-1.71, Synergy_Loewe=-3.15, Synergy_HSA=1.43.